This data is from Full USPTO retrosynthesis dataset with 1.9M reactions from patents (1976-2016). The task is: Predict the reactants needed to synthesize the given product. (1) The reactants are: [CH3:1][NH:2][C:3]1[CH:4]=[C:5]([C:9]2[CH:14]=[CH:13][C:12]([CH2:15][CH:16]3[S:20][C:19](=[O:21])[NH:18][C:17]3=[O:22])=[CH:11][CH:10]=2)[CH:6]=[CH:7][CH:8]=1.[CH2:23]([O:29][C:30]1[CH:35]=[CH:34][C:33]([N:36]=[C:37]=[O:38])=[CH:32][CH:31]=1)[CH2:24][CH2:25][CH2:26][CH2:27][CH3:28].Cl. Given the product [O:21]=[C:19]1[NH:18][C:17](=[O:22])[CH:16]([CH2:15][C:12]2[CH:11]=[CH:10][C:9]([C:5]3[CH:6]=[CH:7][CH:8]=[C:3]([N:2]([CH3:1])[C:37]([NH:36][C:33]4[CH:32]=[CH:31][C:30]([O:29][CH2:23][CH2:24][CH2:25][CH2:26][CH2:27][CH3:28])=[CH:35][CH:34]=4)=[O:38])[CH:4]=3)=[CH:14][CH:13]=2)[S:20]1, predict the reactants needed to synthesize it. (2) Given the product [CH2:3]([S:10][C:28]1[CH:27]=[C:26]2[C:31]([C:22]([NH:21][C:13]3[CH:14]=[C:15]([O:19][CH3:20])[C:16]([Cl:18])=[CH:17][C:12]=3[Cl:11])=[C:23]([C:35]#[N:36])[CH:24]=[N:25]2)=[CH:30][C:29]=1[O:32][CH3:33])[C:4]1[CH:9]=[CH:8][CH:7]=[CH:6][CH:5]=1, predict the reactants needed to synthesize it. The reactants are: [H-].[Na+].[CH2:3]([SH:10])[C:4]1[CH:9]=[CH:8][CH:7]=[CH:6][CH:5]=1.[Cl:11][C:12]1[CH:17]=[C:16]([Cl:18])[C:15]([O:19][CH3:20])=[CH:14][C:13]=1[NH:21][C:22]1[C:31]2[C:26](=[CH:27][C:28](F)=[C:29]([O:32][CH3:33])[CH:30]=2)[N:25]=[CH:24][C:23]=1[C:35]#[N:36].CS(C)=O. (3) Given the product [CH2:67]([O:56][C@H:9]1[C@H:14]([O:23][CH2:24][C:25]2[CH:30]=[CH:29][CH:28]=[CH:27][CH:26]=2)[C@@H:13]([O:23][CH2:24][C:25]2[CH:30]=[CH:29][CH:28]=[CH:27][CH:26]=2)[C@:12]2([C:33]3[CH:38]=[CH:37][C:69]([Cl:70])=[C:35]([CH2:40][C:41]4[CH:42]=[CH:43][C:44]([O:47][CH2:48][CH3:49])=[CH:45][CH:46]=4)[CH:34]=3)[O:11][C@@:10]1([CH2:50][OH:51])[C:52]([CH3:53])([CH3:54])[O:55]2)[C:57]1[CH:62]=[CH:61][CH:60]=[CH:59][CH:58]=1, predict the reactants needed to synthesize it. The reactants are: C(O[C@H:9]1[C@H:14](OCC2C=CC=CC=2)[C@@H:13]([O:23][CH2:24][C:25]2[CH:30]=[CH:29][CH:28]=[CH:27][CH:26]=2)[C@@:12]([C:33]2[CH:38]=[CH:37]C(Cl)=[C:35]([CH2:40][C:41]3[CH:46]=[CH:45][C:44]([O:47][CH2:48][CH3:49])=[CH:43][CH:42]=3)[CH:34]=2)(OC)[O:11][C@:10]1([C:52]([OH:55])([CH3:54])[CH3:53])[CH2:50][OH:51])C1C=CC=CC=1.[OH2:56].[C:57]1([CH3:67])[CH:62]=[CH:61][C:60](S(O)(=O)=O)=[CH:59][CH:58]=1.Cl[CH2:69][Cl:70].